Dataset: Forward reaction prediction with 1.9M reactions from USPTO patents (1976-2016). Task: Predict the product of the given reaction. (1) Given the reactants [CH3:1][C:2]1([CH3:23])[CH2:7][C:6](OS(C(F)(F)F)(=O)=O)=[CH:5][CH2:4][N:3]1[C:16]([O:18][C:19]([CH3:22])([CH3:21])[CH3:20])=[O:17].[CH3:24][N:25]1[C:29]2=[N:30][CH:31]=[C:32]([N+:35]([O-:37])=[O:36])[C:33]([CH3:34])=[C:28]2[C:27](B2OC(C)(C)C(C)(C)O2)=[CH:26]1.[O-]P([O-])([O-])=O.[K+].[K+].[K+], predict the reaction product. The product is: [CH3:24][N:25]1[C:29]2=[N:30][CH:31]=[C:32]([N+:35]([O-:37])=[O:36])[C:33]([CH3:34])=[C:28]2[C:27]([C:6]2[CH2:7][C:2]([CH3:23])([CH3:1])[N:3]([C:16]([O:18][C:19]([CH3:22])([CH3:21])[CH3:20])=[O:17])[CH2:4][CH:5]=2)=[CH:26]1. (2) Given the reactants [CH:1]1([S:4]([C:7]2[CH:12]=[CH:11][C:10]([CH:13]([CH2:32][CH:33]3[CH2:38][CH2:37][O:36][CH2:35][CH2:34]3)[C:14](=O)[CH2:15][CH2:16][C:17]([C:19]3[S:20][C:21]([CH:24]4[CH2:28][O:27][C:26]([CH3:30])([CH3:29])[O:25]4)=[CH:22][N:23]=3)=O)=[CH:9][CH:8]=2)(=[O:6])=[O:5])[CH2:3][CH2:2]1.C([O-])(=O)C.[NH4+:43], predict the reaction product. The product is: [CH:1]1([S:4]([C:7]2[CH:8]=[CH:9][C:10]([CH:13]([C:14]3[NH:43][C:17]([C:19]4[S:20][C:21]([CH:24]5[CH2:28][O:27][C:26]([CH3:29])([CH3:30])[O:25]5)=[CH:22][N:23]=4)=[CH:16][CH:15]=3)[CH2:32][CH:33]3[CH2:34][CH2:35][O:36][CH2:37][CH2:38]3)=[CH:11][CH:12]=2)(=[O:6])=[O:5])[CH2:2][CH2:3]1. (3) Given the reactants [CH3:1][C@H:2]1[C@@H:7]2[CH2:8][CH2:9][C:10]3[CH:11]=[N:12][C:13]([C:16]4[CH:25]=[CH:24][C:19]([C:20]([O:22][CH3:23])=[O:21])=[CH:18][CH:17]=4)=[N:14][C:15]=3[C@@:6]2([C:26]2[CH:31]=[CH:30][CH:29]=[CH:28][CH:27]=2)[CH2:5][CH2:4][C:3]1=[O:32].[CH:33](OCC)=[O:34].C[O-].[Na+].CO.[CH3:43]C(C)([O-])C.[K+], predict the reaction product. The product is: [OH:34]/[CH:33]=[C:4]1/[CH2:5][C@:6]2([C:26]3[CH:27]=[CH:28][CH:29]=[CH:30][CH:31]=3)[C:15]3[N:14]=[C:13]([C:16]4[CH:25]=[CH:24][C:19]([C:20]([O:22][CH2:23][CH3:43])=[O:21])=[CH:18][CH:17]=4)[N:12]=[CH:11][C:10]=3[CH2:9][CH2:8][C@H:7]2[C@H:2]([CH3:1])[C:3]/1=[O:32]. (4) Given the reactants [Cl:1][C:2]1[C:3]([C:18](=[O:23])[NH:19][CH:20]2[CH2:22][CH2:21]2)=[CH:4][C:5]2[N:9]=[C:8]([C:10]([O:12]C)=[O:11])[N:7]([CH:14]3[CH2:16][CH2:15]3)[C:6]=2[CH:17]=1.[OH-].[Li+], predict the reaction product. The product is: [Cl:1][C:2]1[C:3]([C:18](=[O:23])[NH:19][CH:20]2[CH2:21][CH2:22]2)=[CH:4][C:5]2[N:9]=[C:8]([C:10]([OH:12])=[O:11])[N:7]([CH:14]3[CH2:16][CH2:15]3)[C:6]=2[CH:17]=1. (5) The product is: [NH2:14][CH2:13][CH2:12][NH:15][C:2]1[CH:7]=[C:6]([CH3:8])[C:5]([N+:9]([O-:11])=[O:10])=[CH:4][N:3]=1. Given the reactants Cl[C:2]1[CH:7]=[C:6]([CH3:8])[C:5]([N+:9]([O-:11])=[O:10])=[CH:4][N:3]=1.[CH2:12]([NH2:15])[CH2:13][NH2:14], predict the reaction product. (6) Given the reactants [N:1]1([C:7]2[CH:8]=[CH:9][C:10]3[N:11]([C:13]([C:16]([F:19])([F:18])[F:17])=[N:14][N:15]=3)[N:12]=2)[CH2:6][CH2:5][NH:4][CH2:3][CH2:2]1.[Cl:20][C:21]1[CH:22]=[C:23]([CH:26]=[CH:27][CH:28]=1)[CH:24]=O, predict the reaction product. The product is: [Cl:20][C:21]1[CH:22]=[C:23]([CH2:24][N:4]2[CH2:3][CH2:2][N:1]([C:7]3[CH:8]=[CH:9][C:10]4[N:11]([C:13]([C:16]([F:17])([F:18])[F:19])=[N:14][N:15]=4)[N:12]=3)[CH2:6][CH2:5]2)[CH:26]=[CH:27][CH:28]=1. (7) Given the reactants [C:1]([O:5][C:6]([N:8]1[CH2:17][CH2:16][C:15]2[N:14]=[CH:13][C:12](N)=[CH:11][C:10]=2[CH2:9]1)=[O:7])([CH3:4])([CH3:3])[CH3:2].N(OC(C)(C)C)=O.[I:26]I, predict the reaction product. The product is: [C:1]([O:5][C:6]([N:8]1[CH2:17][CH2:16][C:15]2[N:14]=[CH:13][C:12]([I:26])=[CH:11][C:10]=2[CH2:9]1)=[O:7])([CH3:4])([CH3:3])[CH3:2]. (8) Given the reactants Cl[C:2]1[CH:11]=[C:10]([CH3:12])[C:9]2[C:4](=[CH:5][CH:6]=[CH:7][CH:8]=2)[N:3]=1.[NH2:13][CH:14]1[CH2:19][CH2:18][CH:17]([C:20]([OH:22])=[O:21])[CH2:16][CH2:15]1.CC([O-])(C)C.[Na+].CO, predict the reaction product. The product is: [CH3:12][C:10]1[C:9]2[C:4](=[CH:5][CH:6]=[CH:7][CH:8]=2)[N:3]=[C:2]([NH:13][C@@H:14]2[CH2:19][CH2:18][C@H:17]([C:20]([OH:22])=[O:21])[CH2:16][CH2:15]2)[CH:11]=1.